This data is from Forward reaction prediction with 1.9M reactions from USPTO patents (1976-2016). The task is: Predict the product of the given reaction. (1) Given the reactants [NH4+].Cl[C:3]1[N:8]=[C:7]([OH:9])[C:6]([F:10])=[C:5]([CH2:11][CH3:12])[N:4]=1.C(O)C, predict the reaction product. The product is: [CH2:11]([C:5]1[N:4]=[CH:3][N:8]=[C:7]([OH:9])[C:6]=1[F:10])[CH3:12]. (2) Given the reactants [Cl:1][C:2]1[CH:19]=[CH:18][C:5]2[C:6]([CH:9]3[CH2:14][CH2:13][N:12](C(=O)C)[CH2:11][CH2:10]3)=[N:7][O:8][C:4]=2[CH:3]=1.Cl, predict the reaction product. The product is: [ClH:1].[Cl:1][C:2]1[CH:19]=[CH:18][C:5]2[C:6]([CH:9]3[CH2:10][CH2:11][NH:12][CH2:13][CH2:14]3)=[N:7][O:8][C:4]=2[CH:3]=1. (3) Given the reactants C(O)(=O)C.[Cl:5][C:6]1[CH:13]=[CH:12][C:9]([CH:10]=O)=[CH:8][CH:7]=1.C(N)C1C=CC=CC=1.[N+:22]([CH3:25])([O-:24])=[O:23], predict the reaction product. The product is: [Cl:5][C:6]1[CH:13]=[CH:12][C:9]([CH:10]=[CH:25][N+:22]([O-:24])=[O:23])=[CH:8][CH:7]=1.